This data is from hERG potassium channel inhibition data for cardiac toxicity prediction from Karim et al.. The task is: Regression/Classification. Given a drug SMILES string, predict its toxicity properties. Task type varies by dataset: regression for continuous values (e.g., LD50, hERG inhibition percentage) or binary classification for toxic/non-toxic outcomes (e.g., AMES mutagenicity, cardiotoxicity, hepatotoxicity). Dataset: herg_karim. (1) The compound is O=C(/C=C/c1ccc2c(c1)CN(C(=O)c1cccc(C(F)(F)F)c1)C2)NO. The result is 0 (non-blocker). (2) The molecule is Cn1nccc1C1(O)CCC(N2CC(NC(=O)CNc3nn(C)c4ccc(C(F)(F)F)cc34)C2)CC1. The result is 0 (non-blocker). (3) The drug is COc1ccc(-c2cc(-c3ccc(C(=O)N(C)C)cc3)cnc2N)cn1. The result is 0 (non-blocker). (4) The compound is CCOC(=O)N1CCC(NS(=O)(=O)c2ccc(NC(=O)c3ccccc3C)c3ccccc23)CC1. The result is 0 (non-blocker). (5) The drug is CC[C@@H](C)[C@H](C(=O)O)N1C[C@H](CN2CCC(c3cc(Cc4ccc(C#N)cc4)nn3CC)CC2)[C@@H](c2cccc(F)c2)C1. The result is 0 (non-blocker). (6) The molecule is COc1cc(C=Cc2nc(N)c3c(n2)oc2ccccc23)ccc1-n1cnc(C)c1. The result is 1 (blocker).